Dataset: Catalyst prediction with 721,799 reactions and 888 catalyst types from USPTO. Task: Predict which catalyst facilitates the given reaction. (1) Reactant: [CH3:1][C:2]([C:8]1[CH:13]=[CH:12][CH:11]=[CH:10][CH:9]=1)([CH2:5][CH:6]=[CH2:7])[CH:3]=[O:4].[H-].[Al+3].[Li+].[H-].[H-].[H-]. Product: [CH3:1][C:2]([C:8]1[CH:9]=[CH:10][CH:11]=[CH:12][CH:13]=1)([CH2:5][CH:6]=[CH2:7])[CH2:3][OH:4]. The catalyst class is: 1. (2) Reactant: [NH2:1][C:2]1[CH:7]=[CH:6][C:5]([NH:8][C:9](=[O:11])[CH3:10])=[C:4]([Cl:12])[CH:3]=1.[C:13]1([N:19]=[C:20]=[O:21])[CH:18]=[CH:17][CH:16]=[CH:15][CH:14]=1. Product: [Cl:12][C:4]1[CH:3]=[C:2]([NH:1][C:20]([NH:19][C:13]2[CH:18]=[CH:17][CH:16]=[CH:15][CH:14]=2)=[O:21])[CH:7]=[CH:6][C:5]=1[NH:8][C:9](=[O:11])[CH3:10]. The catalyst class is: 13. (3) Reactant: I([O-])(=O)(=O)=O.[Na+].[N:7]1[CH:12]=[CH:11][N:10]=[CH:9][C:8]=1[CH2:13][CH2:14][CH:15]([OH:18])CO. Product: [N:7]1[CH:12]=[CH:11][N:10]=[CH:9][C:8]=1[CH2:13][CH2:14][CH:15]=[O:18]. The catalyst class is: 4. (4) Reactant: C(P(CC(C)C)C1C(C)=C(C)C(C)=C(C)C=1C1C(C(C)C)=CC(C(C)C)=CC=1C(C)C)C(C)C.[CH2:35]([S:42][C:43]1[CH:44]=[C:45]2[C:50](=[CH:51][CH:52]=1)[C:49]([C:53]1[C:58]([O:59][CH3:60])=[CH:57][N:56]=[C:55](Cl)[CH:54]=1)=[N:48][CH:47]=[CH:46]2)[C:36]1[CH:41]=[CH:40][CH:39]=[CH:38][CH:37]=1.C[OH:63]. Product: [CH2:35]([S:42][C:43]1[CH:44]=[C:45]2[C:50](=[CH:51][CH:52]=1)[C:49]([C:53]1[C:58]([O:59][CH3:60])=[CH:57][NH:56][C:55](=[O:63])[CH:54]=1)=[N:48][CH:47]=[CH:46]2)[C:36]1[CH:41]=[CH:40][CH:39]=[CH:38][CH:37]=1. The catalyst class is: 333. (5) Reactant: [CH3:1][O:2][C:3](=[O:33])[C@H:4]([CH2:16][C:17]1[CH:22]=[CH:21][C:20]([C:23]2[C:28]([O:29][CH3:30])=[CH:27][CH:26]=[CH:25][C:24]=2[O:31][CH3:32])=[CH:19][CH:18]=1)[NH:5][C:6](=[O:15])[C:7]1[C:12]([Cl:13])=[CH:11][CH:10]=[CH:9][C:8]=1[Cl:14].[Br-:34].[Br-].[Br-].C([N+](CCCC)(CCCC)CCCC)CCC.C([N+](CCCC)(CCCC)CCCC)CCC.C([N+](CCCC)(CCCC)CCCC)CCC. Product: [CH3:1][O:2][C:3](=[O:33])[C@H:4]([CH2:16][C:17]1[CH:22]=[CH:21][C:20]([C:23]2[C:24]([O:31][CH3:32])=[CH:25][CH:26]=[C:27]([Br:34])[C:28]=2[O:29][CH3:30])=[CH:19][CH:18]=1)[NH:5][C:6](=[O:15])[C:7]1[C:12]([Cl:13])=[CH:11][CH:10]=[CH:9][C:8]=1[Cl:14]. The catalyst class is: 2.